From a dataset of HIV replication inhibition screening data with 41,000+ compounds from the AIDS Antiviral Screen. Binary Classification. Given a drug SMILES string, predict its activity (active/inactive) in a high-throughput screening assay against a specified biological target. (1) The molecule is COc1c(Cl)cc(C(=CCC(=O)O)c2cc(Cl)c(OC)c(C(=O)O)c2)cc1C(=O)O. The result is 0 (inactive). (2) The drug is Nc1nc(N)c2c(n1)C(=O)N(Cc1ccccc1)C2. The result is 0 (inactive). (3) The compound is CCOP(=O)(OCC)C(Cc1ccccc1)N=C(c1ccccc1)c1ccccc1. The result is 0 (inactive). (4) The drug is Sc1nnc2c(n1)[nH]c1ccc(Br)cc12. The result is 0 (inactive). (5) The compound is Cc1nc(C(N)=S)sc1C(C=Cc1ccc(Cl)c(Cl)c1)=NNC(C)(C)C. The result is 0 (inactive). (6) The compound is CC(=O)NN=C1CCC2(C)C(=CCC3C2CCC2(C)C(C(C)CCCC(C)C)CCC32)C1(C)C. The result is 0 (inactive). (7) The drug is CC1CCc2c(c(CC3CC(=O)NC(=O)C3)nn2-c2ccccc2)C1. The result is 0 (inactive). (8) The molecule is COC(=O)C1=C(C(=O)OC)C(C(=O)OC)C(C(=O)OC)C(C(=O)OC)(C(=O)OC)C(C(=O)OC)=C1C(=O)OC. The result is 0 (inactive).